This data is from Experimentally validated miRNA-target interactions with 360,000+ pairs, plus equal number of negative samples. The task is: Binary Classification. Given a miRNA mature sequence and a target amino acid sequence, predict their likelihood of interaction. (1) The miRNA is hsa-miR-6854-3p with sequence UGCGUUUCUCCUCUUGAGCAG. The protein sequence of the target gene is MVASLFKSLILAYIHKLCKGMFTKKLGNTTKKKENRQQKKDQDFPTAGHTKPPKLSNALKSTVKKIAKCSSTRNFSIEDEEGHKDFSLSPTFSYRVAIANGLQTAVTNSDEDLLQELSSIESSYSESFNELRSSTENQVQSTHTMPVRRNRKSSSSLAPSEGSSDGERTLHTLKLGALRKLRKWKKSQECVSSDSELSTVKKTWGIRSKSLDRTARNPKTNVLEPGFSSSGCISQTHDVMEMIFKELQGISQIETELSELRGHVNALKYSIDEISSSVEVVQSEIEQLRTGFVQARRETR.... Result: 0 (no interaction). (2) The miRNA is hsa-miR-6081 with sequence AGGAGCAGUGCCGGCCAAGGCGCC. The protein sequence of the target gene is MTFAEDKTYKYIRDNHSKFCCVDVLEILPYLSCLTASDQDRLRASYRQIGNRDTLWGLFNNLQRRPGWVEVFIRALQICELPGLADQVTRVYQSYLPPGTSLRSLEPLQLPDFPAAVSGPSAFAPGHNIPDHGLRETPSCPKPVQDTQPPESPVENSEQLLQTNSGAVARMSGGSLIPSPNQQALSPQPSREHQEQEPELGGAHAANVASVPIATYGPVSPTVSFQPLPRTALRTNLLSGVTVSALSADTSLSSSSTGSAFAKGAGDQAKAATCFSTTLTNSVTTSSVPSPRLVPVKTMS.... Result: 0 (no interaction). (3) The miRNA is hsa-miR-124-3p with sequence UAAGGCACGCGGUGAAUGCCAA. The protein sequence of the target gene is MKLKQRVVLLAILLVIFIFTKVFLIDNLDTSAANREDQRAFHRMMTGLRVELVPKLDHTLQSPWEIAAQWVVPREVYPEETPELGAIMHAMATKKIIKADVGYKGTQLKALLILEGGQKVVFKPKRYSRDYVVEGEPYAGYDRHNAEVAAFHLDRILGFRRAPLVVGRYVNLRTEVKPVATEQLLSTFLTVGNNTCFYGKCYYCRETEPACADGDMMEGSVTLWLPDVWPLQKHRHPWGRTYREGKLARWEYDESYCDAVKKTSPYDSGPRLLDIIDTAVFDYLIGNADRHHYESFQDDE.... Result: 0 (no interaction). (4) The miRNA is mmu-miR-5127 with sequence UCUCCCAACCCUUUUCCCA. The protein sequence of the target gene is MGAGGRRMRGAPARLLLPLLPWLLLLLAPEARGAPGCPLSIRSCKCSGERPKGLSGGVPGPARRRVVCSGGDLPEPPEPGLLPNGTVTLLLSNNKITGLRNGSFLGLSLLEKLDLRNNIISTVQPGAFLGLGELKRLDLSNNRIGCLTSETFQGLPRLLRLNISGNIFSSLQPGVFDELPALKVVDLGTEFLTCDCHLRWLLPWAQNRSLQLSEHTLCAYPSALHAQALGSLQEAQLCCEGALELHTHHLIPSLRQVVFQGDRLPFQCSASYLGNDTRIRWYHNRAPVEGDEQAGILLAE.... Result: 0 (no interaction).